This data is from Catalyst prediction with 721,799 reactions and 888 catalyst types from USPTO. The task is: Predict which catalyst facilitates the given reaction. (1) Reactant: Cl.[CH3:2][O:3][C:4]([C:6]1[N:7]([CH3:12])[CH:8]=[C:9]([NH2:11])[CH:10]=1)=[O:5].[Cl:13][C:14]1[N:19]=[C:18](Cl)[C:17]([Cl:21])=[CH:16][N:15]=1.C(=O)([O-])[O-].[Na+].[Na+]. Product: [Cl:13][C:14]1[N:19]=[C:18]([NH:11][C:9]2[CH:10]=[C:6]([C:4]([O:3][CH3:2])=[O:5])[N:7]([CH3:12])[CH:8]=2)[C:17]([Cl:21])=[CH:16][N:15]=1. The catalyst class is: 14. (2) Reactant: [Cl:1][C:2]1[C:3]([C:28]2[C:36]3[C:31](=[CH:32][CH:33]=[CH:34][CH:35]=3)[N:30]([S:37]([C:40]3[CH:45]=[CH:44][CH:43]=[CH:42][CH:41]=3)(=[O:39])=[O:38])[CH:29]=2)=[N:4][C:5]([NH:8][C@@H:9]2[CH2:14][CH2:13][CH2:12][C@H:11]([NH:15][S:16]([C:19]3[CH:24]=[CH:23][C:22]([N+:25]([O-])=O)=[CH:21][CH:20]=3)(=[O:18])=[O:17])[CH2:10]2)=[N:6][CH:7]=1.CCOC(C)=O.CO. Product: [NH2:25][C:22]1[CH:21]=[CH:20][C:19]([S:16]([NH:15][C@H:11]2[CH2:12][CH2:13][CH2:14][C@@H:9]([NH:8][C:5]3[N:4]=[C:3]([C:28]4[C:36]5[C:31](=[CH:32][CH:33]=[CH:34][CH:35]=5)[N:30]([S:37]([C:40]5[CH:45]=[CH:44][CH:43]=[CH:42][CH:41]=5)(=[O:38])=[O:39])[CH:29]=4)[C:2]([Cl:1])=[CH:7][N:6]=3)[CH2:10]2)(=[O:18])=[O:17])=[CH:24][CH:23]=1. The catalyst class is: 250. (3) Reactant: [BH4-].[Na+].[CH:3]([C:5]1[N:10]=[C:9]([C:11]2[N:16]=[CH:15][C:14]3[CH:17]=[N:18][N:19]([C:20]4[N:25]=[C:24]([N:26]5[CH2:31][CH2:30][N:29]([C:32]([O:34][C:35]([CH3:38])([CH3:37])[CH3:36])=[O:33])[CH2:28][CH2:27]5)[CH:23]=[CH:22][CH:21]=4)[C:13]=3[CH:12]=2)[CH:8]=[N:7][CH:6]=1)=[O:4]. Product: [OH:4][CH2:3][C:5]1[N:10]=[C:9]([C:11]2[N:16]=[CH:15][C:14]3[CH:17]=[N:18][N:19]([C:20]4[N:25]=[C:24]([N:26]5[CH2:27][CH2:28][N:29]([C:32]([O:34][C:35]([CH3:38])([CH3:37])[CH3:36])=[O:33])[CH2:30][CH2:31]5)[CH:23]=[CH:22][CH:21]=4)[C:13]=3[CH:12]=2)[CH:8]=[N:7][CH:6]=1. The catalyst class is: 5. (4) Reactant: [Br:1][C:2]1[CH:10]=[C:9]([F:11])[CH:8]=[C:7]2[C:3]=1[C:4]([S:24][C:25]1[CH:30]=[CH:29][C:28]([Cl:31])=[CH:27][CH:26]=1)=[C:5]([C:20]([O:22]C)=O)[N:6]2[CH2:12][CH2:13][CH2:14][C:15]([O:17][CH2:18][CH3:19])=[O:16].CC(C)([O-])C.[K+].Cl. Product: [Br:1][C:2]1[CH:10]=[C:9]([F:11])[CH:8]=[C:7]2[C:3]=1[C:4]([S:24][C:25]1[CH:26]=[CH:27][C:28]([Cl:31])=[CH:29][CH:30]=1)=[C:5]1[C:20](=[O:22])[CH:14]([C:15]([O:17][CH2:18][CH3:19])=[O:16])[CH2:13][CH2:12][N:6]12. The catalyst class is: 1. (5) Reactant: [NH2:1][C:2]1[CH:7]=[CH:6][C:5]([C:8]2[C:9]([NH2:20])=[N:10][C:11]([NH2:19])=[N:12][C:13]=2[CH:14]2[CH2:18][CH2:17][CH2:16][CH2:15]2)=[CH:4][CH:3]=1.[CH3:21][S:22]([C:25]1[CH:32]=[CH:31][C:28]([CH:29]=O)=[CH:27][CH:26]=1)(=[O:24])=[O:23].[BH3-]C#N.[Na+].C(O)(=O)C. Product: [CH:14]1([C:13]2[N:12]=[C:11]([NH2:19])[N:10]=[C:9]([NH2:20])[C:8]=2[C:5]2[CH:4]=[CH:3][C:2]([NH:1][CH2:29][C:28]3[CH:27]=[CH:26][C:25]([S:22]([CH3:21])(=[O:24])=[O:23])=[CH:32][CH:31]=3)=[CH:7][CH:6]=2)[CH2:18][CH2:17][CH2:16][CH2:15]1. The catalyst class is: 5. (6) Reactant: [Br:1][C:2]1[C:11]2[C:6](=[CH:7][CH:8]=[CH:9][CH:10]=2)[C:5]([N:12]=[C:13]=S)=[CH:4][CH:3]=1.[C:15]1([NH2:22])[CH:20]=[CH:19][CH:18]=[CH:17][C:16]=1[NH2:21].N=C=N.O. Product: [Br:1][C:2]1[C:11]2[C:6](=[CH:7][CH:8]=[CH:9][CH:10]=2)[C:5]([NH:12][C:13]2[NH:22][C:15]3[CH:20]=[CH:19][CH:18]=[CH:17][C:16]=3[N:21]=2)=[CH:4][CH:3]=1. The catalyst class is: 1. (7) Reactant: [C:1]([C:3]1[CH:8]=[CH:7][C:6]([CH2:9][CH2:10][CH:11](/[CH:23]=[CH:24]/[C:25]2[CH:30]=[CH:29][CH:28]=[CH:27][C:26]=2[OH:31])[CH2:12][C:13]2[CH:22]=[CH:21][C:16]([C:17]([O:19][CH3:20])=[O:18])=[CH:15][CH:14]=2)=[CH:5][CH:4]=1)#[N:2].C(=O)([O-])[O-].[K+].[K+].[F:38][C:39]([F:46])([F:45])[CH2:40][CH2:41][CH2:42][CH2:43]Br. Product: [C:1]([C:3]1[CH:8]=[CH:7][C:6]([CH2:9][CH2:10][CH:11](/[CH:23]=[CH:24]/[C:25]2[CH:30]=[CH:29][CH:28]=[CH:27][C:26]=2[O:31][CH2:43][CH2:42][CH2:41][CH2:40][C:39]([F:46])([F:45])[F:38])[CH2:12][C:13]2[CH:14]=[CH:15][C:16]([C:17]([O:19][CH3:20])=[O:18])=[CH:21][CH:22]=2)=[CH:5][CH:4]=1)#[N:2]. The catalyst class is: 10.